From a dataset of Forward reaction prediction with 1.9M reactions from USPTO patents (1976-2016). Predict the product of the given reaction. Given the reactants C(=O)([O-])[O-].[K+].[K+].C([O:10][C:11]1[CH:16]=[CH:15][C:14]([CH2:17][CH2:18][O:19][P:20]([O:30][CH2:31][C:32]2[CH:37]=[CH:36][CH:35]=[CH:34][CH:33]=2)([O:22][CH2:23][C:24]2[CH:29]=[CH:28][CH:27]=[CH:26][CH:25]=2)=[O:21])=[CH:13][CH:12]=1)(=O)C, predict the reaction product. The product is: [P:20]([O:19][CH2:18][CH2:17][C:14]1[CH:15]=[CH:16][C:11]([OH:10])=[CH:12][CH:13]=1)([O:30][CH2:31][C:32]1[CH:37]=[CH:36][CH:35]=[CH:34][CH:33]=1)([O:22][CH2:23][C:24]1[CH:29]=[CH:28][CH:27]=[CH:26][CH:25]=1)=[O:21].